From a dataset of Catalyst prediction with 721,799 reactions and 888 catalyst types from USPTO. Predict which catalyst facilitates the given reaction. (1) Reactant: [Br:1][C:2]1[CH:12]=[CH:11][CH:10]=[CH:9][C:3]=1[O:4][CH2:5][C:6]([OH:8])=O.[CH2:13]([N:20]1[CH2:25][CH2:24][NH:23][C@H:22]([CH2:26][C:27]2[CH:32]=[CH:31][CH:30]=[CH:29][CH:28]=2)[CH2:21]1)[C:14]1[CH:19]=[CH:18][CH:17]=[CH:16][CH:15]=1.CCN=C=NCCCN(C)C.C1C=CC2N(O)N=NC=2C=1. Product: [Br:1][C:2]1[CH:12]=[CH:11][CH:10]=[CH:9][C:3]=1[O:4][CH2:5][C:6]([N:23]1[CH2:24][CH2:25][N:20]([CH2:13][C:14]2[CH:19]=[CH:18][CH:17]=[CH:16][CH:15]=2)[CH2:21][C@H:22]1[CH2:26][C:27]1[CH:32]=[CH:31][CH:30]=[CH:29][CH:28]=1)=[O:8]. The catalyst class is: 268. (2) Reactant: [C:1]([O:5][C:6]([N:8]1[CH2:13][CH2:12][N:11]([C:14]2[C:15]([C:19]3[CH:24]=[C:23]([Cl:25])[C:22]([O:26]CC4C=CC=CC=4)=[CH:21][C:20]=3[O:34]CC3C=CC=CC=3)=[N:16][NH:17][CH:18]=2)[CH2:10][CH2:9]1)=[O:7])([CH3:4])([CH3:3])[CH3:2]. Product: [C:1]([O:5][C:6]([N:8]1[CH2:9][CH2:10][N:11]([C:14]2[C:15]([C:19]3[CH:24]=[C:23]([Cl:25])[C:22]([OH:26])=[CH:21][C:20]=3[OH:34])=[N:16][NH:17][CH:18]=2)[CH2:12][CH2:13]1)=[O:7])([CH3:4])([CH3:2])[CH3:3]. The catalyst class is: 78. (3) Reactant: [Br:1][C:2]1[CH:3]=[C:4]([C:8]2([CH3:21])[CH2:17][C:16]3[C:11](=[CH:12][CH:13]=[CH:14][CH:15]=3)[C:10](SCC)=[N:9]2)[CH:5]=[CH:6][CH:7]=1.[NH4+].O[N:24]1C2C=CC=CC=2N=N1. Product: [Br:1][C:2]1[CH:3]=[C:4]([C:8]2([CH3:21])[CH2:17][C:16]3[C:11](=[CH:12][CH:13]=[CH:14][CH:15]=3)[C:10]([NH2:24])=[N:9]2)[CH:5]=[CH:6][CH:7]=1. The catalyst class is: 3. (4) Reactant: C([CH:3]([CH2:7][C:8](Cl)=[O:9])[C:4](Cl)=[O:5])C.[CH2:11]([O:13][C:14](=[O:26])[C:15]1[CH:20]=[C:19]([O:21][CH3:22])[C:18]([O:23][CH3:24])=[CH:17][C:16]=1[NH2:25])[CH3:12].N1[CH:32]=[CH:31]C=CC=1.[OH2:33]. Product: [CH2:11]([O:13][C:14](=[O:26])[C:15]1[CH:20]=[C:19]([O:21][CH3:22])[C:18]([O:23][CH3:24])=[CH:17][C:16]=1[NH:25][C:8](=[O:9])[CH2:7][CH2:3][C:4]([O:5][CH2:31][CH3:32])=[O:33])[CH3:12]. The catalyst class is: 451.